From a dataset of Catalyst prediction with 721,799 reactions and 888 catalyst types from USPTO. Predict which catalyst facilitates the given reaction. (1) Reactant: [C:1]([C:4]1[CH:11]=[CH:10][C:7]([CH:8]=[O:9])=[CH:6][CH:5]=1)([OH:3])=O.CN(C)C=O.S(Cl)(Cl)=O.[CH2:21]([NH:23][CH2:24][CH3:25])[CH3:22]. Product: [CH:8]([C:7]1[CH:10]=[CH:11][C:4]([C:1]([N:23]([CH2:24][CH3:25])[CH2:21][CH3:22])=[O:3])=[CH:5][CH:6]=1)=[O:9]. The catalyst class is: 429. (2) The catalyst class is: 49. Reactant: [Cl:1][C:2]1[CH:3]=[C:4](B(O)O)[CH:5]=[C:6]([F:8])[CH:7]=1.C(N(CC)CC)C.[NH2:19][C@@H:20]1[C:28](=[O:29])[N:27]2[C@H:22]([CH2:23][CH2:24][C@@H:25]([NH:30][C:31]3[C:32]4[CH:39]=[CH:38][N:37]([S:40]([C:43]5[CH:49]=[CH:48][C:46]([CH3:47])=[CH:45][CH:44]=5)(=[O:42])=[O:41])[C:33]=4[N:34]=[CH:35][N:36]=3)[CH2:26]2)[CH2:21]1. Product: [Cl:1][C:2]1[CH:3]=[C:4]([NH:19][C@@H:20]2[C:28](=[O:29])[N:27]3[C@H:22]([CH2:23][CH2:24][C@@H:25]([NH:30][C:31]4[C:32]5[CH:39]=[CH:38][N:37]([S:40]([C:43]6[CH:44]=[CH:45][C:46]([CH3:47])=[CH:48][CH:49]=6)(=[O:42])=[O:41])[C:33]=5[N:34]=[CH:35][N:36]=4)[CH2:26]3)[CH2:21]2)[CH:5]=[C:6]([F:8])[CH:7]=1. (3) Reactant: [CH3:1][C:2]1([CH:15]=[CH2:16])[CH2:7][CH2:6][N:5]([C:8]([O:10][C:11]([CH3:14])([CH3:13])[CH3:12])=[O:9])[CH2:4][CH2:3]1.[CH2:17](OCC)C. Product: [CH:15]1([C:2]2([CH3:1])[CH2:7][CH2:6][N:5]([C:8]([O:10][C:11]([CH3:14])([CH3:13])[CH3:12])=[O:9])[CH2:4][CH2:3]2)[CH2:17][CH2:16]1. The catalyst class is: 318. (4) Reactant: [C:1]([O:5][C:6]([N:8]1[CH2:11][C:10]([OH:13])([CH3:12])[CH2:9]1)=[O:7])([CH3:4])([CH3:3])[CH3:2].[H-].[Na+].[Br:16][C:17]1[CH:28]=[CH:27][C:20]([CH:21]=NC(C)(C)C)=[C:19](F)[CH:18]=1.CS(C)=[O:32]. Product: [C:1]([O:5][C:6]([N:8]1[CH2:11][C:10]([O:13][C:27]2[CH:28]=[C:17]([Br:16])[CH:18]=[CH:19][C:20]=2[CH:21]=[O:32])([CH3:12])[CH2:9]1)=[O:7])([CH3:4])([CH3:2])[CH3:3]. The catalyst class is: 6. (5) Reactant: C(OC([NH:8][C@H:9]1[CH2:14][CH2:13][CH2:12][N:11]([C:15]2[CH:20]=[CH:19][N:18]=[CH:17][C:16]=2[NH:21][C:22]([C:24]2[C:33]([NH:34]C(=O)OCC3C=CC=CC=3)=[CH:32][C:31]3[C:26](=[CH:27][C:28]([CH:45]([OH:47])[CH3:46])=[CH:29][CH:30]=3)[N:25]=2)=[O:23])[CH2:10]1)=O)(C)(C)C.C(Cl)Cl.C(O)(C(F)(F)F)=O. The catalyst class is: 19. Product: [NH2:34][C:33]1[C:24]([C:22]([NH:21][C:16]2[CH:17]=[N:18][CH:19]=[CH:20][C:15]=2[N:11]2[CH2:12][CH2:13][CH2:14][C@H:9]([NH2:8])[CH2:10]2)=[O:23])=[N:25][C:26]2[C:31]([CH:32]=1)=[CH:30][CH:29]=[C:28]([CH:45]([OH:47])[CH3:46])[CH:27]=2.